From a dataset of Full USPTO retrosynthesis dataset with 1.9M reactions from patents (1976-2016). Predict the reactants needed to synthesize the given product. (1) Given the product [Cl:3][C:4]1[N:5]=[C:6]2[N:14]([CH2:21][C:22](=[O:23])[C:24]3[CH:25]=[N:26][CH:27]=[CH:28][CH:29]=3)[C@H:13]([C:15]([F:16])([F:17])[F:18])[CH2:12][CH2:11][N:7]2[C:8](=[O:10])[CH:9]=1, predict the reactants needed to synthesize it. The reactants are: [H-].[Na+].[Cl:3][C:4]1[N:5]=[C:6]2[NH:14][C@H:13]([C:15]([F:18])([F:17])[F:16])[CH2:12][CH2:11][N:7]2[C:8](=[O:10])[CH:9]=1.Br.Br[CH2:21][C:22]([C:24]1[CH:25]=[N:26][CH:27]=[CH:28][CH:29]=1)=[O:23]. (2) Given the product [CH2:1]([O:8][C:9]1[CH:18]=[C:17]2[C:12]([C:13]([NH:31][C:30]3[CH:32]=[CH:33][C:34]([O:35][CH2:36][C:37]4[CH:42]=[CH:41][CH:40]=[C:39]([F:43])[CH:38]=4)=[C:28]([Cl:27])[CH:29]=3)=[N:14][CH:15]=[N:16]2)=[C:11]([O:20][CH:21]2[CH2:26][CH2:25][O:24][CH2:23][CH2:22]2)[CH:10]=1)[C:2]1[CH:3]=[CH:4][CH:5]=[CH:6][CH:7]=1, predict the reactants needed to synthesize it. The reactants are: [CH2:1]([O:8][C:9]1[CH:18]=[C:17]2[C:12]([C:13](=O)[NH:14][CH:15]=[N:16]2)=[C:11]([O:20][CH:21]2[CH2:26][CH2:25][O:24][CH2:23][CH2:22]2)[CH:10]=1)[C:2]1[CH:7]=[CH:6][CH:5]=[CH:4][CH:3]=1.[Cl:27][C:28]1[CH:29]=[C:30]([CH:32]=[CH:33][C:34]=1[O:35][CH2:36][C:37]1[CH:42]=[CH:41][CH:40]=[C:39]([F:43])[CH:38]=1)[NH2:31].